Dataset: CYP1A2 inhibition data for predicting drug metabolism from PubChem BioAssay. Task: Regression/Classification. Given a drug SMILES string, predict its absorption, distribution, metabolism, or excretion properties. Task type varies by dataset: regression for continuous measurements (e.g., permeability, clearance, half-life) or binary classification for categorical outcomes (e.g., BBB penetration, CYP inhibition). Dataset: cyp1a2_veith. (1) The molecule is O=C1c2cccc(O)c2C(=O)c2c(O[C@@H]3O[C@H](CO)[C@@H](O)[C@H](O)[C@@H]3O)cccc21. The result is 0 (non-inhibitor). (2) The drug is COc1ccc(C(=O)NCCCN2CCOCC2)cc1OC. The result is 0 (non-inhibitor). (3) The compound is CCCCNC(=O)CCn1c(=S)[nH]c2cc3c(cc2c1=O)OCO3. The result is 1 (inhibitor). (4) The compound is Cc1ccc(OCCNC(=O)c2cncc(Br)c2)cc1C. The result is 1 (inhibitor).